This data is from Catalyst prediction with 721,799 reactions and 888 catalyst types from USPTO. The task is: Predict which catalyst facilitates the given reaction. (1) Reactant: CO[C:3]1[C:4](OC)=[C:5]([CH:20]=[CH:21][CH:22]=1)[C:6](Cl)([C:13]1[CH:18]=[CH:17][CH:16]=[CH:15][CH:14]=1)[C:7]1[CH:12]=[CH:11][CH:10]=[CH:9][CH:8]=1.[C:25]([O:28][CH:29]([O:45][C:46](=[O:48])[CH3:47])[C:30]1[CH:35]=[CH:34][C:33]([O:36][CH2:37][CH2:38][CH2:39][CH2:40][CH:41]([OH:44])[CH2:42][OH:43])=[CH:32][CH:31]=1)(=[O:27])[CH3:26].[C:49](=[O:52])(O)[O-].[Na+].[C:54](OCC)(=[O:56])C.CCCCCC. Product: [C:46]([O:45][CH:29]([O:28][C:25](=[O:27])[CH3:26])[C:30]1[CH:31]=[CH:32][C:33]([O:36][CH2:37][CH2:38][CH2:39][CH2:40][CH:41]([OH:44])[CH2:42][O:43][C:6]([C:13]2[CH:14]=[CH:15][C:16]([O:52][CH3:49])=[CH:17][CH:18]=2)([C:5]2[CH:4]=[CH:3][C:22]([O:56][CH3:54])=[CH:21][CH:20]=2)[C:7]2[CH:12]=[CH:11][CH:10]=[CH:9][CH:8]=2)=[CH:34][CH:35]=1)(=[O:48])[CH3:47]. The catalyst class is: 17. (2) Reactant: [N+:1]([C:4]1[CH:5]=[C:6]2[C:10](=[CH:11][CH:12]=1)[NH:9][N:8]=[CH:7]2)([O-:3])=[O:2].CC1C=CC(S(O)(=O)=O)=CC=1.[O:24]1[CH:29]=[CH:28][CH2:27][CH2:26][CH2:25]1.[OH-].[Na+]. Product: [N+:1]([C:4]1[CH:5]=[C:6]2[C:10](=[CH:11][CH:12]=1)[N:9]([CH:25]1[CH2:26][CH2:27][CH2:28][CH2:29][O:24]1)[N:8]=[CH:7]2)([O-:3])=[O:2]. The catalyst class is: 2. (3) Reactant: [Br:1][C:2]1[C:10]([O:11][CH2:12][C:13](=[N:15][O:16][CH2:17][CH3:18])[CH3:14])=[C:9]([Br:19])[CH:8]=[CH:7][C:3]=1[C:4]([OH:6])=[O:5].[C:20]1(=O)[CH2:25][CH2:24][CH2:23][C:22](=[O:26])[CH2:21]1.Cl.CN(C)CCCN=C=NCC.CN(C1C=CC=CN=1)C. Product: [Br:1][C:2]1[C:10]([O:11][CH2:12][C:13](=[N:15][O:16][CH2:17][CH3:18])[CH3:14])=[C:9]([Br:19])[CH:8]=[CH:7][C:3]=1[C:4]([O:6][C:20]1[CH2:25][CH2:24][CH2:23][C:22](=[O:26])[CH:21]=1)=[O:5]. The catalyst class is: 2. (4) Reactant: P12(SP3(SP(SP(S3)(S1)=S)(=S)S2)=S)=[S:2].[CH2:15]([O:17][C:18]1[CH:23]=[CH:22][CH:21]=[CH:20][C:19]=1[C:24]1[NH:25][C:26](=O)[C:27]2[N:32]([CH2:33][CH3:34])[N:31]=[C:30]([CH2:35][CH2:36][CH3:37])[C:28]=2[N:29]=1)[CH3:16]. Product: [CH2:15]([O:17][C:18]1[CH:23]=[CH:22][CH:21]=[CH:20][C:19]=1[C:24]1[NH:25][C:26](=[S:2])[C:27]2[N:32]([CH2:33][CH3:34])[N:31]=[C:30]([CH2:35][CH2:36][CH3:37])[C:28]=2[N:29]=1)[CH3:16]. The catalyst class is: 11. (5) Reactant: [F:1][C:2]1[C:7]([F:8])=[CH:6][CH:5]=[CH:4][C:3]=1[CH2:9][S:10][C:11]1[N:12]=[C:13]([NH:22][C:23]([CH3:28])([CH2:26][OH:27])[CH2:24][OH:25])[C:14]2[S:19][C:18]([O:20]C)=[N:17][C:15]=2[N:16]=1.Cl.[OH2:30]. Product: [C:26]([O-:27])(=[O:30])[CH3:23].[NH4+:12].[F:1][C:2]1[C:7]([F:8])=[CH:6][CH:5]=[CH:4][C:3]=1[CH2:9][S:10][C:11]1[N:12]=[C:13]([NH:22][C:23]([CH2:26][OH:27])([CH3:28])[CH2:24][OH:25])[C:14]2[S:19][C:18](=[O:20])[NH:17][C:15]=2[N:16]=1. The catalyst class is: 12. (6) Reactant: [CH3:1][N:2]1[CH2:7][CH2:6][NH:5][CH2:4][CH2:3]1.[Br:8][C:9]1[CH:10]=[C:11]([CH:14]=[CH:15][C:16]=1[N+:17]([O-:19])=[O:18])[CH:12]=O.C(O)(=O)C.C(O[BH-](OC(=O)C)OC(=O)C)(=O)C.[Na+]. Product: [Br:8][C:9]1[CH:10]=[C:11]([CH2:12][N:5]2[CH2:6][CH2:7][N:2]([CH3:1])[CH2:3][CH2:4]2)[CH:14]=[CH:15][C:16]=1[N+:17]([O-:19])=[O:18]. The catalyst class is: 11.